Task: Predict the reaction yield, written as a fraction of the theoretical maximum amount of product (1.0 means a 100% yield; for example, 0.34 means a 34% yield).. Dataset: Reaction yield outcomes from USPTO patents with 853,638 reactions The reactants are [CH2:1]([O:3][C:4](=[O:20])[C:5](=O)[CH2:6][C:7]([C:9]1[CH:14]=[CH:13][C:12]([O:15][CH3:16])=[C:11]([O:17][CH3:18])[CH:10]=1)=O)[CH3:2].Cl.[Cl:22][C:23]1[CH:24]=[C:25]([NH:29][NH2:30])[CH:26]=[CH:27][CH:28]=1. No catalyst specified. The product is [Cl:22][C:23]1[CH:24]=[C:25]([N:29]2[C:7]([C:9]3[CH:14]=[CH:13][C:12]([O:15][CH3:16])=[C:11]([O:17][CH3:18])[CH:10]=3)=[CH:6][C:5]([C:4]([O:3][CH2:1][CH3:2])=[O:20])=[N:30]2)[CH:26]=[CH:27][CH:28]=1. The yield is 0.740.